This data is from NCI-60 drug combinations with 297,098 pairs across 59 cell lines. The task is: Regression. Given two drug SMILES strings and cell line genomic features, predict the synergy score measuring deviation from expected non-interaction effect. (1) Drug 1: CC1=C(N=C(N=C1N)C(CC(=O)N)NCC(C(=O)N)N)C(=O)NC(C(C2=CN=CN2)OC3C(C(C(C(O3)CO)O)O)OC4C(C(C(C(O4)CO)O)OC(=O)N)O)C(=O)NC(C)C(C(C)C(=O)NC(C(C)O)C(=O)NCCC5=NC(=CS5)C6=NC(=CS6)C(=O)NCCC[S+](C)C)O. Drug 2: CN1C2=C(C=C(C=C2)N(CCCl)CCCl)N=C1CCCC(=O)O.Cl. Cell line: SF-295. Synergy scores: CSS=46.8, Synergy_ZIP=-2.12, Synergy_Bliss=-4.73, Synergy_Loewe=-46.7, Synergy_HSA=-5.46. (2) Drug 1: CCCCCOC(=O)NC1=NC(=O)N(C=C1F)C2C(C(C(O2)C)O)O. Drug 2: CC(C)(C#N)C1=CC(=CC(=C1)CN2C=NC=N2)C(C)(C)C#N. Cell line: NCIH23. Synergy scores: CSS=-4.78, Synergy_ZIP=3.08, Synergy_Bliss=1.61, Synergy_Loewe=-3.16, Synergy_HSA=-3.76. (3) Drug 1: C(=O)(N)NO. Drug 2: CNC(=O)C1=NC=CC(=C1)OC2=CC=C(C=C2)NC(=O)NC3=CC(=C(C=C3)Cl)C(F)(F)F. Cell line: MDA-MB-435. Synergy scores: CSS=4.09, Synergy_ZIP=-0.0753, Synergy_Bliss=4.40, Synergy_Loewe=2.35, Synergy_HSA=1.29. (4) Drug 1: C1=CC(=CC=C1CC(C(=O)O)N)N(CCCl)CCCl.Cl. Drug 2: C1CN(P(=O)(OC1)NCCCl)CCCl. Cell line: NCI-H322M. Synergy scores: CSS=-7.07, Synergy_ZIP=7.74, Synergy_Bliss=-2.34, Synergy_Loewe=-6.01, Synergy_HSA=-6.24. (5) Drug 1: CCC1=C2CN3C(=CC4=C(C3=O)COC(=O)C4(CC)O)C2=NC5=C1C=C(C=C5)O. Drug 2: CC1=C(C(=CC=C1)Cl)NC(=O)C2=CN=C(S2)NC3=CC(=NC(=N3)C)N4CCN(CC4)CCO. Cell line: SK-MEL-5. Synergy scores: CSS=11.4, Synergy_ZIP=-1.91, Synergy_Bliss=0.964, Synergy_Loewe=-12.8, Synergy_HSA=0.875. (6) Drug 1: C1=CC=C(C=C1)NC(=O)CCCCCCC(=O)NO. Drug 2: CC1CCCC2(C(O2)CC(NC(=O)CC(C(C(=O)C(C1O)C)(C)C)O)C(=CC3=CSC(=N3)C)C)C. Cell line: NCIH23. Synergy scores: CSS=39.9, Synergy_ZIP=-3.45, Synergy_Bliss=-3.72, Synergy_Loewe=-16.3, Synergy_HSA=-2.97. (7) Drug 1: CC1C(C(=O)NC(C(=O)N2CCCC2C(=O)N(CC(=O)N(C(C(=O)O1)C(C)C)C)C)C(C)C)NC(=O)C3=C4C(=C(C=C3)C)OC5=C(C(=O)C(=C(C5=N4)C(=O)NC6C(OC(=O)C(N(C(=O)CN(C(=O)C7CCCN7C(=O)C(NC6=O)C(C)C)C)C)C(C)C)C)N)C. Drug 2: CNC(=O)C1=NC=CC(=C1)OC2=CC=C(C=C2)NC(=O)NC3=CC(=C(C=C3)Cl)C(F)(F)F. Cell line: LOX IMVI. Synergy scores: CSS=9.53, Synergy_ZIP=1.80, Synergy_Bliss=-5.82, Synergy_Loewe=-20.0, Synergy_HSA=-5.19. (8) Drug 1: CCCS(=O)(=O)NC1=C(C(=C(C=C1)F)C(=O)C2=CNC3=C2C=C(C=N3)C4=CC=C(C=C4)Cl)F. Synergy scores: CSS=3.16, Synergy_ZIP=3.54, Synergy_Bliss=2.48, Synergy_Loewe=-0.0257, Synergy_HSA=0.762. Drug 2: CCCCC(=O)OCC(=O)C1(CC(C2=C(C1)C(=C3C(=C2O)C(=O)C4=C(C3=O)C=CC=C4OC)O)OC5CC(C(C(O5)C)O)NC(=O)C(F)(F)F)O. Cell line: NCI-H460.